Dataset: Full USPTO retrosynthesis dataset with 1.9M reactions from patents (1976-2016). Task: Predict the reactants needed to synthesize the given product. (1) Given the product [F:1][C:2]1[CH:9]=[CH:8][C:7]([CH2:10][C:11]2[NH:12][C:13]([C:26]3[CH:31]=[CH:30][CH:29]=[C:28]([CH3:32])[N:27]=3)=[C:14]([C:16]3[CH:17]=[C:18]4[C:23](=[CH:24][CH:25]=3)[N:22]=[CH:21][CH:20]=[N:19]4)[N:15]=2)=[CH:6][C:3]=1[C:4]([NH2:5])=[O:33], predict the reactants needed to synthesize it. The reactants are: [F:1][C:2]1[CH:9]=[CH:8][C:7]([CH2:10][C:11]2[NH:12][C:13]([C:26]3[CH:31]=[CH:30][CH:29]=[C:28]([CH3:32])[N:27]=3)=[C:14]([C:16]3[CH:17]=[C:18]4[C:23](=[CH:24][CH:25]=3)[N:22]=[CH:21][CH:20]=[N:19]4)[N:15]=2)=[CH:6][C:3]=1[C:4]#[N:5].[OH:33]S(O)(=O)=O.[NH4+].[OH-]. (2) Given the product [C:1]([O:5][C:6](=[O:35])[CH2:7][O:8][C:9]1[C:14]2[CH2:15][CH2:16][CH2:17][CH2:18][CH:19]([N:20]([S:21]([C:24]3[CH:29]=[C:28]([C:30]([F:31])([F:32])[F:33])[CH:27]=[C:26]([F:34])[CH:25]=3)(=[O:23])=[O:22])[CH3:38])[C:13]=2[CH:12]=[CH:11][CH:10]=1)([CH3:4])([CH3:2])[CH3:3], predict the reactants needed to synthesize it. The reactants are: [C:1]([O:5][C:6](=[O:35])[CH2:7][O:8][C:9]1[C:14]2[CH2:15][CH2:16][CH2:17][CH2:18][CH:19]([NH:20][S:21]([C:24]3[CH:29]=[C:28]([C:30]([F:33])([F:32])[F:31])[CH:27]=[C:26]([F:34])[CH:25]=3)(=[O:23])=[O:22])[C:13]=2[CH:12]=[CH:11][CH:10]=1)([CH3:4])([CH3:3])[CH3:2].CI.[C:38]([O-])([O-])=O.[K+].[K+]. (3) Given the product [CH3:17][O:18][C:3]1([C:5]2[CH:10]=[CH:9][C:8]([S:11]([CH3:14])(=[O:13])=[O:12])=[CH:7][CH:6]=2)[C:2]([CH3:16])([CH3:15])[O:4]1, predict the reactants needed to synthesize it. The reactants are: Br[C:2]([CH3:16])([CH3:15])[C:3]([C:5]1[CH:10]=[CH:9][C:8]([S:11]([CH3:14])(=[O:13])=[O:12])=[CH:7][CH:6]=1)=[O:4].[CH3:17][O-:18].[Na+].COC1(C2C=CC(SC)=CC=2)C2(CCCCC2)O1.